Dataset: Peptide-MHC class I binding affinity with 185,985 pairs from IEDB/IMGT. Task: Regression. Given a peptide amino acid sequence and an MHC pseudo amino acid sequence, predict their binding affinity value. This is MHC class I binding data. The peptide sequence is IESNPLFPV. The MHC is HLA-A11:01 with pseudo-sequence HLA-A11:01. The binding affinity (normalized) is 0.213.